Task: Predict the reactants needed to synthesize the given product.. Dataset: Retrosynthesis with 50K atom-mapped reactions and 10 reaction types from USPTO (1) The reactants are: Brc1ccc(-c2ccncc2)nc1.CC(C)(C)c1ccc(-c2nc(-c3ccc(Br)cc3)nc(-c3ccc(C(C)(C)C)cc3)n2)cc1. Given the product CC(C)(C)c1ccc(-c2nc(-c3ccc(-c4ccc(-c5ccncc5)nc4)cc3)nc(-c3ccc(C(C)(C)C)cc3)n2)cc1, predict the reactants needed to synthesize it. (2) The reactants are: Clc1nc2ccccc2s1.Oc1ccc2cc[nH]c2c1. Given the product c1ccc2sc(Oc3ccc4cc[nH]c4c3)nc2c1, predict the reactants needed to synthesize it. (3) Given the product CCCCNc1nccc(N2CC(NC(=O)OC(C)(C)C)C2)n1, predict the reactants needed to synthesize it. The reactants are: CC(C)(C)OC(=O)NC1CN(c2ccnc(Cl)n2)C1.CCCCN. (4) Given the product CNc1cc(Oc2cccc(C(F)(F)F)c2)nc(C(=O)NC(C)C)c1, predict the reactants needed to synthesize it. The reactants are: CC(C)NC(=O)c1cc(N(C)Cc2ccccc2)cc(Oc2cccc(C(F)(F)F)c2)n1.